Dataset: Peptide-MHC class I binding affinity with 185,985 pairs from IEDB/IMGT. Task: Regression. Given a peptide amino acid sequence and an MHC pseudo amino acid sequence, predict their binding affinity value. This is MHC class I binding data. The peptide sequence is VLRKRWTAK. The MHC is HLA-A31:01 with pseudo-sequence HLA-A31:01. The binding affinity (normalized) is 0.623.